From a dataset of Reaction yield outcomes from USPTO patents with 853,638 reactions. Predict the reaction yield, written as a fraction of the theoretical maximum amount of product (1.0 means a 100% yield; for example, 0.34 means a 34% yield). (1) The reactants are O1C=C(CN)N=C1.[O:8]1[CH:12]=[CH:11][C:10]([CH2:13][NH2:14])=[N:9]1.[F:15][C:16]1[CH:37]=[CH:36][C:19]([CH2:20][N:21]2[CH2:25][CH2:24][N:23]([C:26]3[CH:27]=[C:28]([CH:32]=[CH:33][N:34]=3)[C:29](O)=[O:30])[C:22]2=[O:35])=[CH:18][CH:17]=1. No catalyst specified. The product is [F:15][C:16]1[CH:17]=[CH:18][C:19]([CH2:20][N:21]2[CH2:25][CH2:24][N:23]([C:26]3[CH:27]=[C:28]([CH:32]=[CH:33][N:34]=3)[C:29]([NH:14][CH2:13][C:10]3[CH:11]=[CH:12][O:8][N:9]=3)=[O:30])[C:22]2=[O:35])=[CH:36][CH:37]=1. The yield is 0.530. (2) The yield is 0.980. The product is [CH3:11][S:12]([O:9][CH2:8][CH:6]1[CH2:5][O:4][CH2:3][C:2]([CH3:10])([CH3:1])[O:7]1)(=[O:14])=[O:13]. The catalyst is C(Cl)Cl. The reactants are [CH3:1][C:2]1([CH3:10])[O:7][CH:6]([CH2:8][OH:9])[CH2:5][O:4][CH2:3]1.[CH3:11][S:12](Cl)(=[O:14])=[O:13].